This data is from NCI-60 drug combinations with 297,098 pairs across 59 cell lines. The task is: Regression. Given two drug SMILES strings and cell line genomic features, predict the synergy score measuring deviation from expected non-interaction effect. (1) Drug 1: CN(CC1=CN=C2C(=N1)C(=NC(=N2)N)N)C3=CC=C(C=C3)C(=O)NC(CCC(=O)O)C(=O)O. Drug 2: C1=CN(C(=O)N=C1N)C2C(C(C(O2)CO)O)O.Cl. Cell line: SK-OV-3. Synergy scores: CSS=28.1, Synergy_ZIP=-6.72, Synergy_Bliss=-4.59, Synergy_Loewe=-12.7, Synergy_HSA=-5.56. (2) Drug 1: C1=NC2=C(N=C(N=C2N1C3C(C(C(O3)CO)O)O)F)N. Drug 2: CC1C(C(CC(O1)OC2CC(CC3=C2C(=C4C(=C3O)C(=O)C5=C(C4=O)C(=CC=C5)OC)O)(C(=O)CO)O)N)O.Cl. Cell line: SNB-19. Synergy scores: CSS=30.3, Synergy_ZIP=-8.86, Synergy_Bliss=-5.45, Synergy_Loewe=-10.1, Synergy_HSA=-3.77. (3) Synergy scores: CSS=9.99, Synergy_ZIP=-3.42, Synergy_Bliss=0.777, Synergy_Loewe=-3.93, Synergy_HSA=0.984. Drug 2: CC(CN1CC(=O)NC(=O)C1)N2CC(=O)NC(=O)C2. Drug 1: CN1CCC(CC1)COC2=C(C=C3C(=C2)N=CN=C3NC4=C(C=C(C=C4)Br)F)OC. Cell line: SNB-75.